From a dataset of Catalyst prediction with 721,799 reactions and 888 catalyst types from USPTO. Predict which catalyst facilitates the given reaction. Reactant: Cl[C:2]1[N:3]=[C:4]([O:29][CH:30]2[CH2:33][CH2:32][CH2:31]2)[C:5]2[C:10]([C:11]3[CH:20]=[CH:19][C:14]([C:15]([NH:17][CH3:18])=[O:16])=[CH:13][CH:12]=3)=[CH:9][N:8]([CH2:21][O:22][CH2:23][CH2:24][Si:25]([CH3:28])([CH3:27])[CH3:26])[C:6]=2[N:7]=1.Cl.[Cl:35][C:36]1[N:40]([CH3:41])[N:39]=[CH:38][C:37]=1[NH2:42].C(=O)([O-])[O-].[Cs+].[Cs+].C1(P(C2CCCCC2)C2C=CC=CC=2C2C(C(C)C)=CC(C(C)C)=CC=2C(C)C)CCCCC1. Product: [Cl:35][C:36]1[N:40]([CH3:41])[N:39]=[CH:38][C:37]=1[NH:42][C:2]1[N:3]=[C:4]([O:29][CH:30]2[CH2:31][CH2:32][CH2:33]2)[C:5]2[C:10]([C:11]3[CH:20]=[CH:19][C:14]([C:15]([NH:17][CH3:18])=[O:16])=[CH:13][CH:12]=3)=[CH:9][N:8]([CH2:21][O:22][CH2:23][CH2:24][Si:25]([CH3:27])([CH3:26])[CH3:28])[C:6]=2[N:7]=1. The catalyst class is: 62.